This data is from Reaction yield outcomes from USPTO patents with 853,638 reactions. The task is: Predict the reaction yield, written as a fraction of the theoretical maximum amount of product (1.0 means a 100% yield; for example, 0.34 means a 34% yield). (1) The reactants are CS(O[CH2:6][CH2:7][C:8]1([C:29]2[CH:34]=[CH:33][CH:32]=[CH:31][CH:30]=2)[O:13][C:12](=[O:14])[N:11]([C:15]2[CH:16]=[C:17]([C:21]3[CH:26]=[CH:25][C:24]([F:27])=[CH:23][C:22]=3[F:28])[CH:18]=[CH:19][CH:20]=2)[CH2:10][CH2:9]1)(=O)=O.[N-:35]=[N+:36]=[N-:37].[Na+]. The catalyst is CN(C=O)C.CCOC(C)=O.O. The product is [N:35]([CH2:6][CH2:7][C:8]1([C:29]2[CH:34]=[CH:33][CH:32]=[CH:31][CH:30]=2)[O:13][C:12](=[O:14])[N:11]([C:15]2[CH:16]=[C:17]([C:21]3[CH:26]=[CH:25][C:24]([F:27])=[CH:23][C:22]=3[F:28])[CH:18]=[CH:19][CH:20]=2)[CH2:10][CH2:9]1)=[N+:36]=[N-:37]. The yield is 0.490. (2) The reactants are [Cl:1][C:2]1[CH:3]=[C:4]2[C:8](=[CH:9][CH:10]=1)[NH:7][C:6]([C:11]([OH:13])=O)=[CH:5]2.C(Cl)(=O)C([Cl:17])=O. The catalyst is CN(C=O)C. The product is [Cl:1][C:2]1[CH:3]=[C:4]2[C:8](=[CH:9][CH:10]=1)[NH:7][C:6]([C:11]([Cl:17])=[O:13])=[CH:5]2. The yield is 1.00. (3) The reactants are CNN(CC)NC.C([N:10]([CH2:13][CH3:14])[CH2:11][CH3:12])C.[CH:15]([N:18]([CH:21](C)C)CC)(C)C.[S:24]([C:28]1[CH:36]=[CH:35]C=C[C:29]=1[C:30](Cl)=O)(=[O:27])(=[O:26])[NH2:25].[O:37]1CCCC1. The catalyst is CCOCC.CCCCCC. The product is [S:24]([C:28]1[CH:36]=[CH:35][C:14]([C:13]([NH:10][CH2:11][CH2:12][N:18]([CH3:21])[CH3:15])=[O:37])=[CH:30][CH:29]=1)(=[O:27])(=[O:26])[NH2:25]. The yield is 0.480. (4) The reactants are Br[C:2]1[C:3]([C:24]2[CH:29]=[CH:28][C:27]([Cl:30])=[CH:26][CH:25]=2)=[CH:4][C:5]2[N:6]([C:9](=[O:23])[N:10]([CH2:12][C:13]3[CH:14]=[N:15][C:16]([C:19]([F:22])([F:21])[F:20])=[CH:17][CH:18]=3)[N:11]=2)[C:7]=1[CH3:8].CC1(C)C(C)(C)OB([C:39]2[CH:44]=[CH:43][N:42]=[CH:41][CH:40]=2)O1.CC1C(CN2C(=O)N3C=CC(C4C=CC(C#N)=CC=4)=C(C4C=CC=CC=4)C3=N2)=CC=C(C(F)(F)F)N=1. No catalyst specified. The product is [Cl:30][C:27]1[CH:26]=[CH:25][C:24]([C:3]2[C:2]([C:39]3[CH:44]=[CH:43][N:42]=[CH:41][CH:40]=3)=[C:7]([CH3:8])[N:6]3[C:9](=[O:23])[N:10]([CH2:12][C:13]4[CH:14]=[N:15][C:16]([C:19]([F:22])([F:20])[F:21])=[CH:17][CH:18]=4)[N:11]=[C:5]3[CH:4]=2)=[CH:29][CH:28]=1. The yield is 0.640. (5) The reactants are C(=O)([O-])[O-].[Na+].[Na+].Br[C:8]1[C:9]([C:14]2[CH:19]=[CH:18][CH:17]=[CH:16][CH:15]=2)=[N:10][O:11][C:12]=1[CH3:13].[C:20]([C:23]1[CH:28]=[CH:27][C:26](OB(O)O)=[CH:25][CH:24]=1)(=[O:22])[CH3:21].C(OCC)(=O)C.O. The catalyst is COCCOC.Cl[Pd](Cl)([P](C1C=CC=CC=1)(C1C=CC=CC=1)C1C=CC=CC=1)[P](C1C=CC=CC=1)(C1C=CC=CC=1)C1C=CC=CC=1. The product is [CH3:13][C:12]1[O:11][N:10]=[C:9]([C:14]2[CH:19]=[CH:18][CH:17]=[CH:16][CH:15]=2)[C:8]=1[C:26]1[CH:27]=[CH:28][C:23]([C:20](=[O:22])[CH3:21])=[CH:24][CH:25]=1. The yield is 0.810. (6) The reactants are Br[C:2]1[CH:7]=[C:6]([Cl:8])[CH:5]=[CH:4][C:3]=1[F:9].C([Mg]Cl)(C)C.[Cl:15][CH2:16][CH2:17][C:18](Cl)=[O:19]. The catalyst is C1COCC1.[Cl-].[Zn+2].[Cl-].C1C=CC([P]([Pd]([P](C2C=CC=CC=2)(C2C=CC=CC=2)C2C=CC=CC=2)([P](C2C=CC=CC=2)(C2C=CC=CC=2)C2C=CC=CC=2)[P](C2C=CC=CC=2)(C2C=CC=CC=2)C2C=CC=CC=2)(C2C=CC=CC=2)C2C=CC=CC=2)=CC=1. The product is [Cl:15][CH2:16][CH2:17][C:18]([C:2]1[CH:7]=[C:6]([Cl:8])[CH:5]=[CH:4][C:3]=1[F:9])=[O:19]. The yield is 0.190. (7) The product is [CH:25]([C:2]1[C:7]([C:8]2[CH:13]=[CH:12][N:11]=[C:10]([NH:14][C:15]3[CH:22]=[CH:21][C:18]([C:19]#[N:20])=[CH:17][CH:16]=3)[N:9]=2)=[CH:6][N:5]=[C:4]([S:23][CH3:24])[N:3]=1)([CH3:27])[CH3:26]. The yield is 0.400. The reactants are Cl[C:2]1[C:7]([C:8]2[CH:13]=[CH:12][N:11]=[C:10]([NH:14][C:15]3[CH:22]=[CH:21][C:18]([C:19]#[N:20])=[CH:17][CH:16]=3)[N:9]=2)=[CH:6][N:5]=[C:4]([S:23][CH3:24])[N:3]=1.[CH:25]([Mg]Br)([CH3:27])[CH3:26]. The catalyst is C1COCC1.CN1C(=O)CCC1. (8) The reactants are [CH3:1][O:2][C:3]([CH:5]1[CH2:14][CH2:13][C:12]2[C:7](=[CH:8][CH:9]=[C:10]([OH:15])[CH:11]=2)[CH2:6]1)=[O:4].[C:16]([C@H:20]1[CH2:25][CH2:24][C@H:23](O)[CH2:22][CH2:21]1)([CH3:19])([CH3:18])[CH3:17].C1(P(C2C=CC=CC=2)C2C=CC=CC=2)C=CC=CC=1.C1(C)C=CC=CC=1.N(C(OC(C)C)=O)=NC(OC(C)C)=O. No catalyst specified. The product is [C:16]([C@H:20]1[CH2:25][CH2:24][C@H:23]([O:15][C:10]2[CH:11]=[C:12]3[C:7](=[CH:8][CH:9]=2)[CH2:6][CH:5]([C:3]([O:2][CH3:1])=[O:4])[CH2:14][CH2:13]3)[CH2:22][CH2:21]1)([CH3:19])([CH3:18])[CH3:17]. The yield is 0.160. (9) The reactants are [Br:1][C:2]1[S:6][C:5]([S:7]([N:10]2[C:14]([C:15]3[C:16]([F:21])=[N:17][CH:18]=[CH:19][CH:20]=3)=[C:13]([F:22])[C:12]([CH2:23][N:24](C)[C:25](=O)OC(C)(C)C)=[CH:11]2)(=[O:9])=[O:8])=[CH:4][CH:3]=1.C(OCC)(=O)C.[ClH:39]. The catalyst is C(OCC)(=O)C.CC(O)C. The product is [ClH:39].[Br:1][C:2]1[S:6][C:5]([S:7]([N:10]2[C:14]([C:15]3[C:16]([F:21])=[N:17][CH:18]=[CH:19][CH:20]=3)=[C:13]([F:22])[C:12]([CH2:23][NH:24][CH3:25])=[CH:11]2)(=[O:9])=[O:8])=[CH:4][CH:3]=1. The yield is 0.550. (10) The reactants are [OH:1][C:2]1[CH:7]=[CH:6][C:5]([CH:8]([C:13]#[C:14][CH3:15])[CH2:9][C:10]([OH:12])=[O:11])=[CH:4][CH:3]=1.S(=O)(=O)(O)O.[CH2:21](O)[CH3:22]. No catalyst specified. The product is [OH:1][C:2]1[CH:3]=[CH:4][C:5]([CH:8]([C:13]#[C:14][CH3:15])[CH2:9][C:10]([O:12][CH2:21][CH3:22])=[O:11])=[CH:6][CH:7]=1. The yield is 0.857.